Task: Predict the reaction yield, written as a fraction of the theoretical maximum amount of product (1.0 means a 100% yield; for example, 0.34 means a 34% yield).. Dataset: Reaction yield outcomes from USPTO patents with 853,638 reactions (1) The reactants are [NH2:1][C:2]1[N:7]=[C:6]([C:8]([O:10][CH2:11][CH3:12])=[O:9])[CH:5]=[CH:4][CH:3]=1.[C:13](O[C:13]([O:15][C:16]([CH3:19])([CH3:18])[CH3:17])=[O:14])([O:15][C:16]([CH3:19])([CH3:18])[CH3:17])=[O:14]. The catalyst is CC(O)(C)C.CC(C)=O.CN(C)C1C=CN=CC=1. The product is [C:16]([O:15][C:13]([NH:1][C:2]1[N:7]=[C:6]([C:8]([O:10][CH2:11][CH3:12])=[O:9])[CH:5]=[CH:4][CH:3]=1)=[O:14])([CH3:19])([CH3:18])[CH3:17]. The yield is 0.910. (2) The reactants are Br[C:2]1[C:9]([CH3:10])=[CH:8][CH:7]=[CH:6][C:3]=1[CH:4]=[O:5].P([O-])([O-])([O-])=O.[K+].[K+].[K+].[C:19]1(C)[CH:24]=[CH:23]C=[CH:21][CH:20]=1.[C:26]([O:29][CH2:30]C)(=[O:28])[CH3:27]. The catalyst is C1(P(C2CCCCC2)C2C=CC=CC=2C2C=CC=CC=2)CCCCC1. The product is [CH:4]([C:3]1[CH:6]=[CH:7][CH:8]=[C:9]([CH3:10])[C:2]=1[C:20]1[CH:19]=[CH:24][CH:23]=[C:27]([C:26]([O:29][CH3:30])=[O:28])[CH:21]=1)=[O:5]. The yield is 0.650. (3) The reactants are Cl[C:2]1[CH:3]=[C:4]([CH:7]=[CH:8][C:9]=1[CH3:10])[C:5]#[N:6].[CH2:11]([O:13][C:14]1[CH:15]=[C:16](B(O)O)[CH:17]=[CH:18][CH:19]=1)[CH3:12].[F-].[K+]. The catalyst is C1COCC1.C([O-])(=O)C.[Pd+2].C([O-])(=O)C.C1(P(C2CCCCC2)C2C=CC=CC=2C2C=CC=CC=2)CCCCC1. The product is [CH2:11]([O:13][C:14]1[CH:19]=[C:18]([C:2]2[C:9]([CH3:10])=[CH:8][CH:7]=[C:4]([C:5]#[N:6])[CH:3]=2)[CH:17]=[CH:16][CH:15]=1)[CH3:12]. The yield is 0.990.